Dataset: Full USPTO retrosynthesis dataset with 1.9M reactions from patents (1976-2016). Task: Predict the reactants needed to synthesize the given product. The reactants are: Br[CH2:2][CH2:3][CH2:4][S:5](=[O:38])([C:32]1[CH:37]=[CH:36][CH:35]=[CH:34][CH:33]=1)=[N:6][C:7](=[O:31])[C:8]1[CH:13]=[C:12]([C:14]#[C:15][C:16]2[CH:21]=[CH:20][CH:19]=[C:18]([NH:22][C:23]([C:25]3[O:26][CH:27]=[CH:28][C:29]=3[CH3:30])=[O:24])[CH:17]=2)[CH:11]=[N:10][CH:9]=1.[N:39]1([CH2:45][CH2:46][OH:47])[CH2:44][CH2:43][NH:42][CH2:41][CH2:40]1. Given the product [OH:47][CH2:46][CH2:45][N:39]1[CH2:44][CH2:43][N:42]([CH2:2][CH2:3][CH2:4][S@:5](=[O:38])([C:32]2[CH:37]=[CH:36][CH:35]=[CH:34][CH:33]=2)=[N:6][C:7](=[O:31])[C:8]2[CH:13]=[C:12]([C:14]#[C:15][C:16]3[CH:21]=[CH:20][CH:19]=[C:18]([NH:22][C:23]([C:25]4[O:26][CH:27]=[CH:28][C:29]=4[CH3:30])=[O:24])[CH:17]=3)[CH:11]=[N:10][CH:9]=2)[CH2:41][CH2:40]1, predict the reactants needed to synthesize it.